From a dataset of Forward reaction prediction with 1.9M reactions from USPTO patents (1976-2016). Predict the product of the given reaction. (1) The product is: [CH3:9][NH:11][C@@H:12]([C:14]1[CH:23]=[CH:22][C:21]2[C:16](=[CH:17][CH:18]=[CH:19][CH:20]=2)[CH:15]=1)[CH3:13]. Given the reactants [H-].[Al+3].[Li+].[H-].[H-].[H-].CO[C:9]([NH:11][C@@H:12]([C:14]1[CH:23]=[CH:22][C:21]2[C:16](=[CH:17][CH:18]=[CH:19][CH:20]=2)[CH:15]=1)[CH3:13])=O, predict the reaction product. (2) Given the reactants [CH:1]1([C:7]2[CH:32]=[CH:31][C:10]([CH2:11][O:12][C:13]3[CH:14]=[C:15]4[C:19](=[CH:20][CH:21]=3)[N:18]([C:22](=[O:30])[CH2:23][NH:24][CH2:25][CH2:26][C:27]([OH:29])=[O:28])[CH2:17][CH2:16]4)=[CH:9][C:8]=2[C:33]([F:36])([F:35])[F:34])[CH2:6][CH2:5][CH2:4][CH2:3][CH2:2]1.C=O.[C:39]([BH3-])#N.[Na+].C(=O)(O)[O-].[Na+], predict the reaction product. The product is: [CH:1]1([C:7]2[CH:32]=[CH:31][C:10]([CH2:11][O:12][C:13]3[CH:14]=[C:15]4[C:19](=[CH:20][CH:21]=3)[N:18]([C:22](=[O:30])[CH2:23][N:24]([CH2:25][CH2:26][C:27]([OH:29])=[O:28])[CH3:39])[CH2:17][CH2:16]4)=[CH:9][C:8]=2[C:33]([F:36])([F:34])[F:35])[CH2:6][CH2:5][CH2:4][CH2:3][CH2:2]1. (3) Given the reactants [C:1]([N:4]1[C:13]2[C:8](=[N:9][C:10]([N:14]3[CH2:19][CH2:18][O:17][CH2:16][CH2:15]3)=[CH:11][CH:12]=2)[C@H:7]([NH:20]C(=O)OCC2C=CC=CC=2)[C@@H:6]([CH3:31])[C@@H:5]1[CH:32]1[CH2:34][CH2:33]1)(=[O:3])[CH3:2], predict the reaction product. The product is: [NH2:20][C@H:7]1[C:8]2[C:13](=[CH:12][CH:11]=[C:10]([N:14]3[CH2:15][CH2:16][O:17][CH2:18][CH2:19]3)[N:9]=2)[N:4]([C:1](=[O:3])[CH3:2])[C@@H:5]([CH:32]2[CH2:34][CH2:33]2)[C@@H:6]1[CH3:31]. (4) Given the reactants [F:1][C:2]([F:11])([F:10])[C:3]1[CH:4]=[C:5]([CH:7]=[CH:8][CH:9]=1)[NH2:6].C(N(CC)CC)C.Cl[C:20](=[O:27])[CH2:21][C:22]([O:24][CH2:25][CH3:26])=[O:23], predict the reaction product. The product is: [O:27]=[C:20]([NH:6][C:5]1[CH:7]=[CH:8][CH:9]=[C:3]([C:2]([F:10])([F:11])[F:1])[CH:4]=1)[CH2:21][C:22]([O:24][CH2:25][CH3:26])=[O:23]. (5) Given the reactants [CH2:1]([Li])CCCCC.[F:8][C:9]1[CH:10]=[C:11]([C:20]2[CH:25]=[CH:24][C:23]([CH2:26][CH2:27][CH3:28])=[CH:22][CH:21]=2)[CH:12]=[CH:13][C:14]=1[C:15]1[Se:16][CH:17]=[CH:18][CH:19]=1.CI.N, predict the reaction product. The product is: [F:8][C:9]1[CH:10]=[C:11]([C:20]2[CH:21]=[CH:22][C:23]([CH2:26][CH2:27][CH3:28])=[CH:24][CH:25]=2)[CH:12]=[CH:13][C:14]=1[C:15]1[Se:16][C:17]([CH3:1])=[CH:18][CH:19]=1. (6) Given the reactants [C:1]([O:5][C@H:6]1[CH2:10][NH:9][C@H:8]([C:11]([O:13][CH2:14][CH:15]=[CH2:16])=[O:12])[CH2:7]1)([CH3:4])([CH3:3])[CH3:2].[CH3:17][C:18]1[CH:22]=[C:21]([CH2:23][C:24](O)=[O:25])[O:20][N:19]=1.C(Cl)CCl.C1C=CC2N(O)N=NC=2C=1.CCN(C(C)C)C(C)C, predict the reaction product. The product is: [C:1]([O:5][C@H:6]1[CH2:10][N:9]([C:24](=[O:25])[CH2:23][C:21]2[O:20][N:19]=[C:18]([CH3:17])[CH:22]=2)[C@H:8]([C:11]([O:13][CH2:14][CH:15]=[CH2:16])=[O:12])[CH2:7]1)([CH3:4])([CH3:3])[CH3:2].